Dataset: Reaction yield outcomes from USPTO patents with 853,638 reactions. Task: Predict the reaction yield, written as a fraction of the theoretical maximum amount of product (1.0 means a 100% yield; for example, 0.34 means a 34% yield). (1) The reactants are [CH2:1]([O:4][C:5]([N:7]1[CH2:12][CH2:11][C:10]2[C:13]([C:17](=[O:19])[NH2:18])=[C:14]([NH2:16])[S:15][C:9]=2[CH2:8]1)=[O:6])[CH:2]=[CH2:3].[Cl:20][C:21]1[CH:26]=[CH:25][C:24]([N:27]=[C:28]=[O:29])=[CH:23][CH:22]=1. The catalyst is N1C=CC=CC=1. The product is [CH2:1]([O:4][C:5]([N:7]1[CH2:12][CH2:11][C:10]2[C:13]([C:17](=[O:19])[NH2:18])=[C:14]([NH:16][C:28]([NH:27][C:24]3[CH:25]=[CH:26][C:21]([Cl:20])=[CH:22][CH:23]=3)=[O:29])[S:15][C:9]=2[CH2:8]1)=[O:6])[CH:2]=[CH2:3]. The yield is 0.460. (2) The reactants are [CH2:1]([O:8][C:9]1[C:10]([CH3:26])=[C:11]([CH:15]([C:17]2[C:25]3[C:20](=[N:21][CH:22]=[CH:23][CH:24]=3)[NH:19][CH:18]=2)[OH:16])[CH:12]=[CH:13][CH:14]=1)[C:2]1[CH:7]=[CH:6][CH:5]=[CH:4][CH:3]=1.CC(OI1(OC(C)=O)(OC(C)=O)OC(=O)C2C=CC=CC1=2)=O. The catalyst is O1CCCC1. The product is [CH2:1]([O:8][C:9]1[C:10]([CH3:26])=[C:11]([C:15]([C:17]2[C:25]3[C:20](=[N:21][CH:22]=[CH:23][CH:24]=3)[NH:19][CH:18]=2)=[O:16])[CH:12]=[CH:13][CH:14]=1)[C:2]1[CH:7]=[CH:6][CH:5]=[CH:4][CH:3]=1. The yield is 0.900. (3) The product is [CH2:19]([NH:18][C:4]1[C:3]([C:1]2[NH:26][N:25]=[N:24][N:2]=2)=[CH:8][N:7]=[C:6]([NH:9][CH2:10][CH2:11][C:12]2[CH:13]=[CH:14][N:15]=[CH:16][CH:17]=2)[N:5]=1)[CH2:20][CH3:21]. The yield is 0.220. The reactants are [C:1]([C:3]1[C:4]([NH:18][CH2:19][CH2:20][CH3:21])=[N:5][C:6]([NH:9][CH2:10][CH2:11][C:12]2[CH:17]=[CH:16][N:15]=[CH:14][CH:13]=2)=[N:7][CH:8]=1)#[N:2].[Cl-].[NH4+].[N-:24]=[N+:25]=[N-:26].[Na+].C(O)(=O)CC(CC(O)=O)(C(O)=O)O. The catalyst is C(Cl)(Cl)Cl.CN(C=O)C.